This data is from Peptide-MHC class I binding affinity with 185,985 pairs from IEDB/IMGT. The task is: Regression. Given a peptide amino acid sequence and an MHC pseudo amino acid sequence, predict their binding affinity value. This is MHC class I binding data. (1) The peptide sequence is IYVLVMLVL. The MHC is HLA-B58:01 with pseudo-sequence HLA-B58:01. The binding affinity (normalized) is 0. (2) The peptide sequence is EHALLATSIF. The MHC is HLA-A23:01 with pseudo-sequence HLA-A23:01. The binding affinity (normalized) is 0.220. (3) The MHC is HLA-A01:01 with pseudo-sequence HLA-A01:01. The binding affinity (normalized) is 0.155. The peptide sequence is TLYLQMNSLR. (4) The peptide sequence is SSKGLACYR. The MHC is HLA-A31:01 with pseudo-sequence HLA-A31:01. The binding affinity (normalized) is 0.665. (5) The MHC is Patr-A0901 with pseudo-sequence Patr-A0901. The peptide sequence is GYRGVWRGDGI. The binding affinity (normalized) is 0.520. (6) The peptide sequence is ATFEAVLAK. The MHC is HLA-A26:03 with pseudo-sequence HLA-A26:03. The binding affinity (normalized) is 0.0847.